This data is from Forward reaction prediction with 1.9M reactions from USPTO patents (1976-2016). The task is: Predict the product of the given reaction. (1) Given the reactants [Cl:1][C:2]1[CH:7]=[CH:6][N:5]=[C:4]([CH2:8][NH:9][C:10]2[O:11][C:12]3[C:18]([O:19][CH3:20])=[CH:17][C:16]([C:21]([OH:23])=O)=[CH:15][C:13]=3[N:14]=2)[CH:3]=1.[CH2:24]([O:26][C@H:27]1[CH2:31][NH:30][CH:29]([CH2:32][OH:33])[CH2:28]1)[CH3:25].C(N(CC)C(C)C)(C)C.CN(C(ON1N=NC2C=CC=NC1=2)=[N+](C)C)C.F[P-](F)(F)(F)(F)F, predict the reaction product. The product is: [Cl:1][C:2]1[CH:7]=[CH:6][N:5]=[C:4]([CH2:8][NH:9][C:10]2[O:11][C:12]3[C:18]([O:19][CH3:20])=[CH:17][C:16]([C:21]([N:30]4[CH2:31][C@H:27]([O:26][CH2:24][CH3:25])[CH2:28][CH:29]4[CH2:32][OH:33])=[O:23])=[CH:15][C:13]=3[N:14]=2)[CH:3]=1. (2) Given the reactants [Cl:1][C:2]1[CH:7]=[C:6]([C:8]#[N:9])[CH:5]=[CH:4][C:3]=1[C:10]1[N:15]=[C:14]2[O:16][C:17]([CH3:28])([CH3:27])[CH2:18][CH:19]([NH:20][C:21](=[O:26])[C:22]([CH3:25])([CH3:24])[CH3:23])[C:13]2=[CH:12][C:11]=1[C:29]1[CH:34]=[CH:33][C:32]([Cl:35])=[CH:31][CH:30]=1.Cl.[NH2:37][OH:38].C([O-])(O)=O.[Na+], predict the reaction product. The product is: [Cl:1][C:2]1[CH:7]=[C:6]([C:8]([NH:37][OH:38])=[NH:9])[CH:5]=[CH:4][C:3]=1[C:10]1[N:15]=[C:14]2[O:16][C:17]([CH3:27])([CH3:28])[CH2:18][CH:19]([NH:20][C:21](=[O:26])[C:22]([CH3:25])([CH3:23])[CH3:24])[C:13]2=[CH:12][C:11]=1[C:29]1[CH:30]=[CH:31][C:32]([Cl:35])=[CH:33][CH:34]=1. (3) Given the reactants [OH:1][CH2:2][CH2:3][O:4][NH:5][C:6]([C:8]1[C:17]([NH:18][C:19]2[CH:24]=[CH:23][C:22]([Br:25])=[CH:21][C:20]=2[Cl:26])=[C:16]([F:27])[C:11]2[N:12]=[CH:13][N:14]([CH3:15])[C:10]=2[CH:9]=1)=[O:7].N1C=NN=N1.C(N(C(C)C)[P:37]([O:43]C(C)(C)C)[O:38]C(C)(C)C)(C)C.C([O:55]O)(C)(C)C, predict the reaction product. The product is: [Br:25][C:22]1[CH:23]=[CH:24][C:19]([NH:18][C:17]2[C:8]([C:6]([NH:5][O:4][CH2:3][CH2:2][O:1][P:37](=[O:43])([OH:55])[OH:38])=[O:7])=[CH:9][C:10]3[N:14]([CH3:15])[CH:13]=[N:12][C:11]=3[C:16]=2[F:27])=[C:20]([Cl:26])[CH:21]=1.